From a dataset of Full USPTO retrosynthesis dataset with 1.9M reactions from patents (1976-2016). Predict the reactants needed to synthesize the given product. (1) The reactants are: [F:1][C:2]1[CH:11]=[C:10]2[C:5]([CH:6]=[CH:7][C:8](=[O:12])[NH:9]2)=[N:4][CH:3]=1.[H-].[Na+].Br[CH2:16][CH:17]1[O:21][CH2:20][CH2:19][O:18]1.O. Given the product [O:18]1[CH2:19][CH2:20][O:21][CH:17]1[CH2:16][N:9]1[C:10]2[C:5](=[N:4][CH:3]=[C:2]([F:1])[CH:11]=2)[CH:6]=[CH:7][C:8]1=[O:12], predict the reactants needed to synthesize it. (2) Given the product [Cl:35][C:3]1[CH:4]=[C:5]([C:6](=[O:7])[NH:8][C:9]2[CH:10]=[N:11][C:12]([N:15]3[CH2:20][CH2:19][N:18]([C:21](=[O:26])[C:22]([CH3:25])([CH3:24])[CH3:23])[CH2:17][C@H:16]3[CH3:27])=[CH:13][CH:14]=2)[CH:28]=[C:29]([O:30][C:31]([F:34])([F:33])[F:32])[C:2]=1[C:57]1[CH:56]=[CH:55][C:54]([C:52]2[N:53]=[C:49]([C@@H:39]3[CH2:38][C@H:37]([CH3:36])[CH2:41][N:40]3[C:42]([O:44][C:45]([CH3:46])([CH3:48])[CH3:47])=[O:43])[NH:50][CH:51]=2)=[CH:59][CH:58]=1, predict the reactants needed to synthesize it. The reactants are: Br[C:2]1[C:29]([O:30][C:31]([F:34])([F:33])[F:32])=[CH:28][C:5]([C:6]([NH:8][C:9]2[CH:10]=[N:11][C:12]([N:15]3[CH2:20][CH2:19][N:18]([C:21](=[O:26])[C:22]([CH3:25])([CH3:24])[CH3:23])[CH2:17][C@H:16]3[CH3:27])=[CH:13][CH:14]=2)=[O:7])=[CH:4][C:3]=1[Cl:35].[CH3:36][C@@H:37]1[CH2:41][N:40]([C:42]([O:44][C:45]([CH3:48])([CH3:47])[CH3:46])=[O:43])[C@H:39]([C:49]2[NH:50][CH:51]=[C:52]([C:54]3[CH:59]=[CH:58][C:57](B4OC(C)(C)C(C)(C)O4)=[CH:56][CH:55]=3)[N:53]=2)[CH2:38]1.C(=O)([O-])[O-].[K+].[K+].